This data is from NCI-60 drug combinations with 297,098 pairs across 59 cell lines. The task is: Regression. Given two drug SMILES strings and cell line genomic features, predict the synergy score measuring deviation from expected non-interaction effect. (1) Drug 1: CCC1=CC2CC(C3=C(CN(C2)C1)C4=CC=CC=C4N3)(C5=C(C=C6C(=C5)C78CCN9C7C(C=CC9)(C(C(C8N6C)(C(=O)OC)O)OC(=O)C)CC)OC)C(=O)OC.C(C(C(=O)O)O)(C(=O)O)O. Drug 2: CC1=C2C(C(=O)C3(C(CC4C(C3C(C(C2(C)C)(CC1OC(=O)C(C(C5=CC=CC=C5)NC(=O)C6=CC=CC=C6)O)O)OC(=O)C7=CC=CC=C7)(CO4)OC(=O)C)O)C)OC(=O)C. Cell line: A549. Synergy scores: CSS=29.3, Synergy_ZIP=-9.07, Synergy_Bliss=-11.1, Synergy_Loewe=-14.5, Synergy_HSA=-7.15. (2) Drug 1: CCC1=CC2CC(C3=C(CN(C2)C1)C4=CC=CC=C4N3)(C5=C(C=C6C(=C5)C78CCN9C7C(C=CC9)(C(C(C8N6C)(C(=O)OC)O)OC(=O)C)CC)OC)C(=O)OC.C(C(C(=O)O)O)(C(=O)O)O. Drug 2: C(CCl)NC(=O)N(CCCl)N=O. Cell line: MCF7. Synergy scores: CSS=23.1, Synergy_ZIP=2.04, Synergy_Bliss=2.95, Synergy_Loewe=-34.9, Synergy_HSA=-0.757. (3) Drug 1: COC1=CC(=CC(=C1O)OC)C2C3C(COC3=O)C(C4=CC5=C(C=C24)OCO5)OC6C(C(C7C(O6)COC(O7)C8=CC=CS8)O)O. Drug 2: CC(C)(C#N)C1=CC(=CC(=C1)CN2C=NC=N2)C(C)(C)C#N. Cell line: RXF 393. Synergy scores: CSS=20.7, Synergy_ZIP=-7.62, Synergy_Bliss=-4.81, Synergy_Loewe=-5.05, Synergy_HSA=-2.07. (4) Drug 1: CC1=C(C=C(C=C1)NC2=NC=CC(=N2)N(C)C3=CC4=NN(C(=C4C=C3)C)C)S(=O)(=O)N.Cl. Drug 2: CC(C1=C(C=CC(=C1Cl)F)Cl)OC2=C(N=CC(=C2)C3=CN(N=C3)C4CCNCC4)N. Cell line: MDA-MB-231. Synergy scores: CSS=13.2, Synergy_ZIP=-1.72, Synergy_Bliss=4.15, Synergy_Loewe=4.78, Synergy_HSA=4.91.